Dataset: Full USPTO retrosynthesis dataset with 1.9M reactions from patents (1976-2016). Task: Predict the reactants needed to synthesize the given product. The reactants are: Cl.[NH2:2][C@@H:3]([C:9]([OH:11])=O)[CH2:4][CH2:5][CH2:6][CH2:7][NH2:8].C[Si](C)(C)N[Si](C)(C)C.Cl[Si](C)(C)C. Given the product [NH2:2][C@@H:3]1[CH2:4][CH2:5][CH2:6][CH2:7][NH:8][C:9]1=[O:11], predict the reactants needed to synthesize it.